This data is from Reaction yield outcomes from USPTO patents with 853,638 reactions. The task is: Predict the reaction yield, written as a fraction of the theoretical maximum amount of product (1.0 means a 100% yield; for example, 0.34 means a 34% yield). (1) The reactants are [CH2:1]([N:8]1[CH2:13][CH2:12][CH2:11][CH2:10][C:9]1=O)[C:2]1[CH:7]=[CH:6][CH:5]=[CH:4][CH:3]=1.[C:15]([O:19][C:20](=[O:25])[NH:21][CH2:22][CH2:23][NH2:24])([CH3:18])([CH3:17])[CH3:16].[C:26]([OH:29])(=O)[CH3:27].[BH-](OC(C)=O)(OC(C)=O)O[C:32](C)=O.[Na+].C([O-])(O)=O.[Na+].[Cl-]. The catalyst is C(Cl)Cl. The product is [C:15]([O:19][C:20](=[O:25])[NH:21][CH2:22][CH2:23][N:24]([C:26](=[O:29])[CH:27]=[CH2:32])[CH:11]1[CH2:12][CH2:13][N:8]([CH2:1][C:2]2[CH:7]=[CH:6][CH:5]=[CH:4][CH:3]=2)[CH2:9][CH2:10]1)([CH3:18])([CH3:16])[CH3:17]. The yield is 0.580. (2) The reactants are [Cl:1][C:2]1[CH:7]=[C:6]([Cl:8])[CH:5]=[CH:4][C:3]=1[C:9]1[N:10]=[C:11](/[C:16](/[F:31])=[CH:17]\[C:18]2[CH:23]=[CH:22][C:21]([C:24]3[CH:29]=[CH:28][C:27]([OH:30])=[CH:26][CH:25]=3)=[CH:20][CH:19]=2)[N:12]([CH2:14][CH3:15])[CH:13]=1.Br[CH2:33][CH2:34][CH2:35][C:36]([O:38]C)=[O:37]. No catalyst specified. The product is [Cl:1][C:2]1[CH:7]=[C:6]([Cl:8])[CH:5]=[CH:4][C:3]=1[C:9]1[N:10]=[C:11](/[C:16](/[F:31])=[CH:17]\[C:18]2[CH:23]=[CH:22][C:21]([C:24]3[CH:25]=[CH:26][C:27]([O:30][CH2:33][CH2:34][CH2:35][C:36]([OH:38])=[O:37])=[CH:28][CH:29]=3)=[CH:20][CH:19]=2)[N:12]([CH2:14][CH3:15])[CH:13]=1. The yield is 0.290. (3) The reactants are [F:1][C:2]1[CH:7]=[CH:6][CH:5]=[CH:4][C:3]=1[N:8]1[C:16]2[C:11](=[C:12]([N:17]3[CH2:21][CH2:20][NH:19][C:18]3=[O:22])[CH:13]=[CH:14][CH:15]=2)[CH:10]=[N:9]1.CN[C@@H]1CCCC[C@H]1NC.Br[C:34]1[N:39]=[CH:38][CH:37]=[CH:36][N:35]=1.[O-]P([O-])([O-])=O.[K+].[K+].[K+]. The catalyst is O1CCOCC1. The product is [F:1][C:2]1[CH:7]=[CH:6][CH:5]=[CH:4][C:3]=1[N:8]1[C:16]2[C:11](=[C:12]([N:17]3[CH2:21][CH2:20][N:19]([C:34]4[N:39]=[CH:38][CH:37]=[CH:36][N:35]=4)[C:18]3=[O:22])[CH:13]=[CH:14][CH:15]=2)[CH:10]=[N:9]1. The yield is 0.660. (4) The reactants are [CH2:1]([N:8]([CH2:20][C:21]1[CH:26]=[CH:25][CH:24]=[CH:23][CH:22]=1)[C:9]1[CH:14]=[CH:13][CH:12]=[C:11]([N+:15]([O-:17])=[O:16])[C:10]=1[CH:18]=[O:19])[C:2]1[CH:7]=[CH:6][CH:5]=[CH:4][CH:3]=1.[BH4-].[Na+]. The catalyst is C(O)C.O1CCCC1. The product is [CH2:20]([N:8]([CH2:1][C:2]1[CH:7]=[CH:6][CH:5]=[CH:4][CH:3]=1)[C:9]1[CH:14]=[CH:13][CH:12]=[C:11]([N+:15]([O-:17])=[O:16])[C:10]=1[CH2:18][OH:19])[C:21]1[CH:22]=[CH:23][CH:24]=[CH:25][CH:26]=1. The yield is 0.920. (5) The reactants are [CH2:1]([NH2:8])[C:2]1[CH:7]=[CH:6][CH:5]=[CH:4][CH:3]=1.C([O:12][C:13]1[CH:14]=[C:15]2[C:20](=[CH:21][C:22]=1[O:23][CH3:24])[N:19]=[CH:18][N:17]=[C:16]2Cl)(=O)C. The catalyst is CC(O)C. The product is [CH2:1]([NH:8][C:16]1[C:15]2[C:20](=[CH:21][C:22]([O:23][CH3:24])=[C:13]([OH:12])[CH:14]=2)[N:19]=[CH:18][N:17]=1)[C:2]1[CH:7]=[CH:6][CH:5]=[CH:4][CH:3]=1. The yield is 0.760. (6) The reactants are [NH2:1][CH2:2][C:3]1[C:4]([F:23])=[C:5]([O:10][C:11]2[CH:12]=[C:13]([CH:16]=[C:17]([C:19]([F:22])([F:21])[F:20])[CH:18]=2)[C:14]#[N:15])[C:6]([Cl:9])=[CH:7][CH:8]=1.[Br:24][C:25]1[N:26]=[C:27]([CH3:33])[NH:28][C:29]=1[C:30]([OH:32])=[O:31].CN(C(ON1N=NC2C=CC=NC1=2)=[N+](C)C)C.F[P-](F)(F)(F)(F)F.C(N(C(C)C)CC)(C)C.CN([CH:70]=[O:71])C. The catalyst is CCOC(C)=O. The product is [F:20][C:19]([F:22])([F:21])[C:70]([OH:71])=[O:31].[Br:24][C:25]1[N:26]=[C:27]([CH3:33])[NH:28][C:29]=1[C:30]([NH:1][CH2:2][C:3]1[CH:8]=[CH:7][C:6]([Cl:9])=[C:5]([O:10][C:11]2[CH:18]=[C:17]([C:19]([F:20])([F:21])[F:22])[CH:16]=[C:13]([C:14]#[N:15])[CH:12]=2)[C:4]=1[F:23])=[O:32]. The yield is 0.240.